This data is from NCI-60 drug combinations with 297,098 pairs across 59 cell lines. The task is: Regression. Given two drug SMILES strings and cell line genomic features, predict the synergy score measuring deviation from expected non-interaction effect. (1) Drug 1: CN1C(=O)N2C=NC(=C2N=N1)C(=O)N. Drug 2: C(CC(=O)O)C(=O)CN.Cl. Cell line: MDA-MB-435. Synergy scores: CSS=-2.39, Synergy_ZIP=0.888, Synergy_Bliss=-0.785, Synergy_Loewe=-3.43, Synergy_HSA=-3.51. (2) Drug 1: CC1C(C(CC(O1)OC2CC(CC3=C2C(=C4C(=C3O)C(=O)C5=C(C4=O)C(=CC=C5)OC)O)(C(=O)CO)O)N)O.Cl. Drug 2: C1CCC(CC1)NC(=O)N(CCCl)N=O. Cell line: RXF 393. Synergy scores: CSS=0.398, Synergy_ZIP=-0.348, Synergy_Bliss=0.0941, Synergy_Loewe=-1.88, Synergy_HSA=-1.06. (3) Drug 1: CC1=C(C=C(C=C1)C(=O)NC2=CC(=CC(=C2)C(F)(F)F)N3C=C(N=C3)C)NC4=NC=CC(=N4)C5=CN=CC=C5. Drug 2: CCN(CC)CCCC(C)NC1=C2C=C(C=CC2=NC3=C1C=CC(=C3)Cl)OC. Cell line: TK-10. Synergy scores: CSS=11.2, Synergy_ZIP=-3.72, Synergy_Bliss=-1.96, Synergy_Loewe=-2.12, Synergy_HSA=-1.87. (4) Drug 1: C1=NC2=C(N1)C(=S)N=CN2. Cell line: NCI-H226. Drug 2: COCCOC1=C(C=C2C(=C1)C(=NC=N2)NC3=CC=CC(=C3)C#C)OCCOC.Cl. Synergy scores: CSS=19.4, Synergy_ZIP=-4.32, Synergy_Bliss=-1.52, Synergy_Loewe=-5.28, Synergy_HSA=-0.440.